This data is from Full USPTO retrosynthesis dataset with 1.9M reactions from patents (1976-2016). The task is: Predict the reactants needed to synthesize the given product. (1) Given the product [CH3:13][C:12]([O:11][C:1](=[O:10])[CH:2]([C:19]1[CH:24]=[CH:23][C:22]([CH3:25])=[CH:21][C:20]=1[N+:26]([O-:28])=[O:27])[C:3]([O:5][C:6]([CH3:7])([CH3:8])[CH3:9])=[O:4])([CH3:15])[CH3:14], predict the reactants needed to synthesize it. The reactants are: [C:1]([O:11][C:12]([CH3:15])([CH3:14])[CH3:13])(=[O:10])[CH2:2][C:3]([O:5][C:6]([CH3:9])([CH3:8])[CH3:7])=[O:4].[H-].[Na+].F[C:19]1[CH:24]=[CH:23][C:22]([CH3:25])=[CH:21][C:20]=1[N+:26]([O-:28])=[O:27]. (2) The reactants are: [CH:1]1([NH:7][C:8]([C:10]2[CH:11]=[N:12][N:13]([C:19]3[CH:20]=[C:21]([CH:26]=[CH:27][CH:28]=3)[C:22]([O:24]C)=[O:23])[C:14]=2[S:15][CH2:16][CH2:17][CH3:18])=[O:9])[CH2:6][CH2:5][CH2:4][CH2:3][CH2:2]1.[OH-].[Na+]. Given the product [CH:1]1([NH:7][C:8]([C:10]2[CH:11]=[N:12][N:13]([C:19]3[CH:20]=[C:21]([CH:26]=[CH:27][CH:28]=3)[C:22]([OH:24])=[O:23])[C:14]=2[S:15][CH2:16][CH2:17][CH3:18])=[O:9])[CH2:6][CH2:5][CH2:4][CH2:3][CH2:2]1, predict the reactants needed to synthesize it. (3) Given the product [Br:1][C:2]1[C:3]([O:15][C:14]2[CH:25]=[CH:26][C:27]([N+:29]([O-:31])=[O:30])=[CH:28][C:13]=2[F:12])=[C:4]2[S:10][CH:9]=[CH:8][C:5]2=[N:6][CH:7]=1, predict the reactants needed to synthesize it. The reactants are: [Br:1][C:2]1[C:3](Cl)=[C:4]2[S:10][CH:9]=[CH:8][C:5]2=[N:6][CH:7]=1.[F:12][C:13]1[CH:28]=[C:27]([N+:29]([O-:31])=[O:30])[CH:26]=[CH:25][C:14]=1[O:15]C1N=CC=C2C=CNC=12. (4) Given the product [Br:26][CH2:1][C:2]1[CH:7]=[C:6]([C:8]([O:10][CH2:11][CH3:12])=[O:9])[CH:5]=[CH:4][C:3]=1[C:13]1[CH:18]=[CH:17][CH:16]=[CH:15][CH:14]=1, predict the reactants needed to synthesize it. The reactants are: [CH3:1][C:2]1[CH:7]=[C:6]([C:8]([O:10][CH2:11][CH3:12])=[O:9])[CH:5]=[CH:4][C:3]=1[C:13]1[CH:18]=[CH:17][CH:16]=[CH:15][CH:14]=1.C1C(=O)N([Br:26])C(=O)C1. (5) Given the product [O:26]1[CH2:27][CH2:28][N:23]([C:5]2[C:6]3[N:7]([CH:8]=[C:9]([CH2:11][O:12][C:13]4[CH:22]=[CH:21][C:20]5[C:15](=[CH:16][CH:17]=[CH:18][CH:19]=5)[N:14]=4)[N:10]=3)[C:2]([C:29]#[N:30])=[CH:3][N:4]=2)[CH2:24][CH2:25]1, predict the reactants needed to synthesize it. The reactants are: Br[C:2]1[N:7]2[CH:8]=[C:9]([CH2:11][O:12][C:13]3[CH:22]=[CH:21][C:20]4[C:15](=[CH:16][CH:17]=[CH:18][CH:19]=4)[N:14]=3)[N:10]=[C:6]2[C:5]([N:23]2[CH2:28][CH2:27][O:26][CH2:25][CH2:24]2)=[N:4][CH:3]=1.[CH3:29][N:30](C=O)C.